From a dataset of Forward reaction prediction with 1.9M reactions from USPTO patents (1976-2016). Predict the product of the given reaction. (1) Given the reactants [OH:1][C:2]1[CH:12]=[C:11]([N+:13]([O-:15])=[O:14])[CH:10]=[CH:9][C:3]=1[C:4]([O:6][CH2:7][CH3:8])=[O:5].[CH2:16](Br)[CH2:17][CH2:18][CH3:19].C([O-])([O-])=O.[K+].[K+].O, predict the reaction product. The product is: [CH2:16]([O:1][C:2]1[CH:12]=[C:11]([N+:13]([O-:15])=[O:14])[CH:10]=[CH:9][C:3]=1[C:4]([O:6][CH2:7][CH3:8])=[O:5])[CH2:17][CH2:18][CH3:19]. (2) Given the reactants [NH2:1][C:2]1[CH:7]=[C:6]([C:8]2[CH:13]=[C:12]([Cl:14])[CH:11]=[CH:10][C:9]=2[OH:15])[CH:5]=[CH:4][N:3]=1.[NH2:16][C:17](=[O:31])[C@@H:18]([NH:20][C:21]1[N:26]=[C:25](Cl)[N:24]=[C:23]([C:28]([NH2:30])=[O:29])[CH:22]=1)[CH3:19].C([O-])([O-])=O.[Cs+].[Cs+].ClCCl, predict the reaction product. The product is: [NH2:16][C:17](=[O:31])[C@@H:18]([NH:20][C:21]1[N:26]=[C:25]([O:15][C:9]2[CH:10]=[CH:11][C:12]([Cl:14])=[CH:13][C:8]=2[C:6]2[CH:5]=[CH:4][N:3]=[C:2]([NH2:1])[CH:7]=2)[N:24]=[C:23]([C:28]([NH2:30])=[O:29])[CH:22]=1)[CH3:19]. (3) Given the reactants Br[C:2]1[CH:3]=[CH:4][CH:5]=[C:6]2[C:11]=1[CH:10]=[N:9][CH:8]=[CH:7]2.CC(C)([O-])C.[Na+].[CH3:18][N:19]1[CH2:24][CH2:23][NH:22][CH2:21][CH2:20]1.C([O-])([O-])=O.[K+].[K+], predict the reaction product. The product is: [CH3:18][N:19]1[CH2:24][CH2:23][N:22]([C:2]2[CH:3]=[CH:4][CH:5]=[C:6]3[C:11]=2[CH:10]=[N:9][CH:8]=[CH:7]3)[CH2:21][CH2:20]1. (4) Given the reactants [Cl:1][C:2]1[C:3]([NH:19][CH2:20][C@H:21]2[CH2:25][CH2:24][CH2:23][NH:22]2)=[N:4][C:5]([NH:8][C:9]2[CH:10]=[N:11][N:12]([CH2:14][C:15]([NH:17][CH3:18])=[O:16])[CH:13]=2)=[N:6][CH:7]=1.[CH3:26][S:27](Cl)(=[O:29])=[O:28].C(N(CC)CC)C, predict the reaction product. The product is: [Cl:1][C:2]1[C:3]([NH:19][CH2:20][C@H:21]2[CH2:25][CH2:24][CH2:23][N:22]2[S:27]([CH3:26])(=[O:29])=[O:28])=[N:4][C:5]([NH:8][C:9]2[CH:10]=[N:11][N:12]([CH2:14][C:15]([NH:17][CH3:18])=[O:16])[CH:13]=2)=[N:6][CH:7]=1. (5) Given the reactants [Cl:1][C:2]1[CH:3]=[CH:4][C:5]2[N:9]=[C:8]([CH2:10][N:11]3[CH2:16][CH2:15][N:14]([CH2:17][C:18]4[CH:25]=[CH:24][C:21]([C:22]#[N:23])=[CH:20][CH:19]=4)[C:13](=[O:26])[CH2:12]3)[NH:7][C:6]=2[CH:27]=1.C(OC([N:38]1CCN(CC2C=CC(C#N)=CC=2)C(=O)C1)=O)C1C=CC=CC=1.ClC1C=CC2NC(CCl)=NC=2C=1, predict the reaction product. The product is: [Cl:1][C:2]1[CH:3]=[CH:4][C:5]2[N:9]=[C:8]([CH2:10][N:11]3[CH2:16][CH2:15][N:14]([CH2:17][C:18]4[CH:25]=[CH:24][C:21]([C:22]([NH2:38])=[NH:23])=[CH:20][CH:19]=4)[C:13](=[O:26])[CH2:12]3)[NH:7][C:6]=2[CH:27]=1. (6) Given the reactants [NH:1]1[CH2:6][CH2:5][CH:4]([CH2:7][CH:8]2[CH2:13][CH2:12][N:11]([C:14]([O:16][C:17]([CH3:20])([CH3:19])[CH3:18])=[O:15])[CH2:10][CH2:9]2)[CH2:3][CH2:2]1.[CH2:21](I)[CH3:22].C([O-])([O-])=O.[K+].[K+], predict the reaction product. The product is: [CH2:21]([N:1]1[CH2:2][CH2:3][CH:4]([CH2:7][CH:8]2[CH2:9][CH2:10][N:11]([C:14]([O:16][C:17]([CH3:20])([CH3:19])[CH3:18])=[O:15])[CH2:12][CH2:13]2)[CH2:5][CH2:6]1)[CH3:22]. (7) Given the reactants [CH3:1][C:2]1([CH3:17])[CH2:7][O:6][CH:5]([CH2:8][CH2:9][C:10]2[CH:15]=[CH:14][C:13]([NH2:16])=[CH:12][CH:11]=2)[O:4][CH2:3]1.COC(OC)[N:21]([CH3:23])C.Cl.N[OH:28].[Cl-].O[NH3+].[Cl-].[Na+], predict the reaction product. The product is: [CH3:1][C:2]1([CH3:17])[CH2:3][O:4][CH:5]([CH2:8][CH2:9][C:10]2[CH:11]=[CH:12][C:13]([NH:16][CH:23]=[N:21][OH:28])=[CH:14][CH:15]=2)[O:6][CH2:7]1.